From a dataset of Forward reaction prediction with 1.9M reactions from USPTO patents (1976-2016). Predict the product of the given reaction. (1) Given the reactants [NH2:1][C:2]1[CH:27]=[CH:26][C:5]([O:6][C:7]2[CH:12]=[CH:11][N:10]=[C:9]([NH:13][C:14]([N:16]3[CH2:21][CH2:20][CH:19]([CH2:22][N:23]([CH3:25])[CH3:24])[CH2:18][CH2:17]3)=[O:15])[CH:8]=2)=[CH:4][CH:3]=1.[F:28][C:29]1[CH:34]=[CH:33][C:32]([CH2:35][C:36]([N:38]=[C:39]=[O:40])=[O:37])=[CH:31][CH:30]=1, predict the reaction product. The product is: [CH3:25][N:23]([CH2:22][CH:19]1[CH2:20][CH2:21][N:16]([C:14]([NH:13][C:9]2[CH:8]=[C:7]([O:6][C:5]3[CH:26]=[CH:27][C:2]([NH:1][C:39]([NH:38][C:36](=[O:37])[CH2:35][C:32]4[CH:33]=[CH:34][C:29]([F:28])=[CH:30][CH:31]=4)=[O:40])=[CH:3][CH:4]=3)[CH:12]=[CH:11][N:10]=2)=[O:15])[CH2:17][CH2:18]1)[CH3:24]. (2) The product is: [O:15]=[C:9]1[C:10]2[C:1]([NH:11][C:12](=[O:14])[CH3:13])=[CH:2][CH:3]=[CH:4][C:5]=2[CH2:6][CH2:7][CH2:8]1. Given the reactants [C:1]1([NH:11][C:12](=[O:14])[CH3:13])[C:10]2[CH2:9][CH2:8][CH2:7][CH2:6][C:5]=2[CH:4]=[CH:3][CH:2]=1.[O-:15][Mn](=O)(=O)=O.[K+], predict the reaction product. (3) The product is: [C:15]([N:14]1[C:11]2[CH:12]=[CH:13][C:8]([C:5]3[CH:4]=[N:3][C:2]([NH2:1])=[N:7][CH:6]=3)=[CH:9][C:10]=2[N:19]=[C:28]1[C:27]1[CH:30]=[CH:31][CH:32]=[CH:33][C:26]=1[N:24]1[CH:25]=[C:21]([CH3:20])[CH:22]=[N:23]1)([CH3:16])([CH3:18])[CH3:17]. Given the reactants [NH2:1][C:2]1[N:7]=[CH:6][C:5]([C:8]2[CH:9]=[C:10]([NH2:19])[C:11]([NH:14][C:15]([CH3:18])([CH3:17])[CH3:16])=[CH:12][CH:13]=2)=[CH:4][N:3]=1.[CH3:20][C:21]1[CH:22]=[N:23][N:24]([C:26]2[CH:33]=[CH:32][CH:31]=[CH:30][C:27]=2[CH:28]=O)[CH:25]=1.C([O-])(O)=O.[Na+], predict the reaction product. (4) Given the reactants [F:1][C:2]1[CH:10]=[CH:9][C:5]([C:6]([NH2:8])=[NH:7])=[CH:4][CH:3]=1.[F:11][C:12]1[CH:21]=[CH:20][C:15]([C:16]([NH:18]N)=O)=[CH:14][CH:13]=1, predict the reaction product. The product is: [F:1][C:2]1[CH:10]=[CH:9][C:5]([C:6]2[N:8]=[C:16]([C:15]3[CH:20]=[CH:21][C:12]([F:11])=[CH:13][CH:14]=3)[NH:18][N:7]=2)=[CH:4][CH:3]=1. (5) Given the reactants [CH:1]1([CH:4]=[CH:5][C:6]2[S:10][C:9]([CH2:11][N:12]3C(=O)C4C(=CC=CC=4)C3=O)=[CH:8][CH:7]=2)[CH2:3][CH2:2]1.O.NN.[OH-].[Na+].O, predict the reaction product. The product is: [CH:1]1([CH:4]=[CH:5][C:6]2[S:10][C:9]([CH2:11][NH2:12])=[CH:8][CH:7]=2)[CH2:3][CH2:2]1. (6) The product is: [Cl:2][C:15]1([C:13]#[N:14])[CH2:20][CH:19]2[CH2:21][CH2:22][CH:16]1[CH:17]=[CH:18]2. Given the reactants P(Cl)(Cl)(Cl)(Cl)[Cl:2].N1C=CC=CC=1.[C:13]([CH:15]1[CH2:20][CH:19]2[CH2:21][CH2:22][CH:16]1[CH:17]=[CH:18]2)#[N:14], predict the reaction product. (7) Given the reactants CC1CCCCC1=O.Cl[C:10]1[CH:15]=[CH:14][CH:13]=[C:12]([C:16]([O:18]O)=[O:17])[CH:11]=1, predict the reaction product. The product is: [CH3:11][CH:10]1[O:17][C:16](=[O:18])[CH2:12][CH2:13][CH2:14][CH2:15]1.